From a dataset of Forward reaction prediction with 1.9M reactions from USPTO patents (1976-2016). Predict the product of the given reaction. (1) Given the reactants [Cl:1][C:2]1[CH:14]=[C:13]2[C:5]([C:6]3[CH2:7][CH2:8][CH2:9][C:10](=[O:22])[C:11]=3[N:12]2C(OC(C)(C)C)=O)=[CH:4][C:3]=1[F:23].C(O)(C(F)(F)F)=O.C([O-])(O)=O.[Na+], predict the reaction product. The product is: [Cl:1][C:2]1[CH:14]=[C:13]2[C:5]([C:6]3[CH2:7][CH2:8][CH2:9][C:10](=[O:22])[C:11]=3[NH:12]2)=[CH:4][C:3]=1[F:23]. (2) Given the reactants [CH:1]1([C:9]([N:11]2[CH2:16][CH2:15][N:14]([CH:17]3[CH2:22][CH2:21][CH2:20][CH2:19][CH2:18]3)[CH2:13][CH2:12]2)=[O:10])[C:3]2([CH2:8][CH2:7][NH:6][CH2:5][CH2:4]2)[CH2:2]1.[C:23]1([CH2:29][CH:30]=O)[CH:28]=[CH:27][CH:26]=[CH:25][CH:24]=1.C(O[BH-](OC(=O)C)OC(=O)C)(=O)C.[Na+], predict the reaction product. The product is: [CH:17]1([N:14]2[CH2:15][CH2:16][N:11]([C:9]([CH:1]3[C:3]4([CH2:8][CH2:7][N:6]([CH2:30][CH2:29][C:23]5[CH:28]=[CH:27][CH:26]=[CH:25][CH:24]=5)[CH2:5][CH2:4]4)[CH2:2]3)=[O:10])[CH2:12][CH2:13]2)[CH2:18][CH2:19][CH2:20][CH2:21][CH2:22]1. (3) Given the reactants [Cl:1][C:2]1[CH:3]=[CH:4][C:5]([CH2:8][O:9][C:10]2[CH:15]=[CH:14][NH:13][C:12](=[O:16])[CH:11]=2)=[N:6][CH:7]=1.Br[C:18]1[CH:19]=[CH:20][C:21]2[C:30]3[CH2:29][CH2:28][N:27](C(OC(C)(C)C)=O)[CH2:26][CH2:25][C:24]=3[N:23]([CH3:38])[C:22]=2[N:39]=1.OC1C=CC=C2C=1N=CC=C2.C([O-])([O-])=O.[Cs+].[Cs+].Cl, predict the reaction product. The product is: [ClH:1].[Cl:1][C:2]1[CH:3]=[CH:4][C:5]([CH2:8][O:9][C:10]2[CH:15]=[CH:14][N:13]([C:18]3[CH:19]=[CH:20][C:21]4[C:30]5[CH2:29][CH2:28][NH:27][CH2:26][CH2:25][C:24]=5[N:23]([CH3:38])[C:22]=4[N:39]=3)[C:12](=[O:16])[CH:11]=2)=[N:6][CH:7]=1. (4) The product is: [Cl:25][CH:24]([Cl:26])[C:23]([NH:22][C@H:19]([CH2:20][F:21])[C@H:18]([OH:28])[C:15]1[CH:14]=[CH:13][C:12]([N:9]2[CH:3]=[C:2]([CH2:1][NH:4][S:5]([CH3:8])(=[O:7])=[O:6])[N:11]=[N:10]2)=[CH:17][CH:16]=1)=[O:27]. Given the reactants [CH2:1]([NH:4][S:5]([CH3:8])(=[O:7])=[O:6])[C:2]#[CH:3].[N:9]([C:12]1[CH:17]=[CH:16][C:15]([C@@H:18]([OH:28])[C@H:19]([NH:22][C:23](=[O:27])[CH:24]([Cl:26])[Cl:25])[CH2:20][F:21])=[CH:14][CH:13]=1)=[N+:10]=[N-:11], predict the reaction product. (5) Given the reactants [F:1][C:2]1[CH:7]=[CH:6][C:5]([S:8]([NH:11][C@@H:12]([CH:17]([OH:19])[CH3:18])[C:13]([O:15][CH3:16])=[O:14])(=[O:10])=[O:9])=[CH:4][CH:3]=1.[C:20]([O-])([O-])=O.[K+].[K+].CI, predict the reaction product. The product is: [CH3:20][N:11]([S:8]([C:5]1[CH:4]=[CH:3][C:2]([F:1])=[CH:7][CH:6]=1)(=[O:9])=[O:10])[C@@H:12]([CH:17]([OH:19])[CH3:18])[C:13]([O:15][CH3:16])=[O:14].